This data is from Forward reaction prediction with 1.9M reactions from USPTO patents (1976-2016). The task is: Predict the product of the given reaction. Given the reactants [Br:1][C:2]1[CH:3]=[CH:4][C:5](=[C:8]2C(=O)OC(C)(C)[O:10][C:9]2=[O:17])[NH:6][CH:7]=1.[ClH:18], predict the reaction product. The product is: [ClH:18].[Br:1][C:2]1[CH:3]=[CH:4][C:5]([CH2:8][C:9]([OH:17])=[O:10])=[N:6][CH:7]=1.